This data is from Full USPTO retrosynthesis dataset with 1.9M reactions from patents (1976-2016). The task is: Predict the reactants needed to synthesize the given product. (1) Given the product [F:1][C:2]([F:22])([F:21])[C:3]1[CH:8]=[C:7]([C:9]([F:12])([F:11])[F:10])[CH:6]=[CH:5][C:4]=1[C:13]1[N:14]=[N:15][C:16]([CH2:19][N:36]2[CH:35]=[C:34]3[N:39]=[C:31]([C:25]4[CH:26]=[CH:27][CH:28]=[C:29]([F:30])[C:24]=4[F:23])[N:32]=[C:33]3[CH:38]=[N:37]2)=[CH:17][CH:18]=1, predict the reactants needed to synthesize it. The reactants are: [F:1][C:2]([F:22])([F:21])[C:3]1[CH:8]=[C:7]([C:9]([F:12])([F:11])[F:10])[CH:6]=[CH:5][C:4]=1[C:13]1[N:14]=[N:15][C:16]([CH2:19]Cl)=[CH:17][CH:18]=1.[F:23][C:24]1[C:29]([F:30])=[CH:28][CH:27]=[CH:26][C:25]=1[C:31]1[NH:39][C:34]2=[CH:35][N:36]=[N:37][CH:38]=[C:33]2[N:32]=1. (2) Given the product [Cl:11][C:5]1[CH:6]=[C:7]([C:8]([OH:10])=[O:9])[C:2](=[O:13])[NH:3][N:4]=1, predict the reactants needed to synthesize it. The reactants are: Cl[C:2]1[N:3]=[N:4][C:5]([Cl:11])=[CH:6][C:7]=1[C:8]([OH:10])=[O:9].S(=O)(=O)(O)[OH:13]. (3) Given the product [CH2:41]([NH:49][C:4]([C:6]1[CH:10]=[C:9]([C:11]2[C:19]3[C:14](=[N:15][CH:16]=[CH:17][CH:18]=3)[NH:13][N:12]=2)[NH:8][CH:7]=1)=[O:5])[CH2:42][C:43]1[CH:48]=[CH:47][CH:46]=[CH:45][CH:44]=1, predict the reactants needed to synthesize it. The reactants are: C(O[C:4]([C:6]1[CH:10]=[C:9]([C:11]2[C:19]3[C:14](=[N:15][CH:16]=[CH:17][CH:18]=3)[NH:13][N:12]=2)[NH:8][CH:7]=1)=[O:5])C.C1C=CC2N(O)N=NC=2C=1.CCN=C=NCCCN(C)C.[CH2:41]([NH2:49])[CH2:42][C:43]1[CH:48]=[CH:47][CH:46]=[CH:45][CH:44]=1. (4) Given the product [CH3:5][O:6][C:7]1[CH:12]=[CH:11][CH:10]=[C:9]([CH:13]([CH3:3])[CH2:14][N+:15]([O-:17])=[O:16])[CH:8]=1, predict the reactants needed to synthesize it. The reactants are: [Br-].[Li+].[CH3:3][Li].[CH3:5][O:6][C:7]1[CH:12]=[CH:11][CH:10]=[C:9]([CH:13]=[CH:14][N+:15]([O-:17])=[O:16])[CH:8]=1.[NH4+].[OH-]. (5) Given the product [Cl:22][C:20]1[CH:19]=[CH:18][C:16]2[N:17]=[C:12]([NH2:11])[N:13]=[C:14]([N:1]3[CH:5]=[N:4][CH:3]=[N:2]3)[C:15]=2[N:21]=1, predict the reactants needed to synthesize it. The reactants are: [NH:1]1[CH:5]=[N:4][CH:3]=[N:2]1.P(Cl)(Cl)(Cl)=O.[NH2:11][C:12]1[NH:13][C:14](=O)[C:15]2[N:21]=[C:20]([Cl:22])[CH:19]=[CH:18][C:16]=2[N:17]=1.CCN(C(C)C)C(C)C. (6) Given the product [Cl:13][C:14]1[CH:15]=[C:16]([C:17](=[O:19])[CH2:28][C:27]([O:26][CH2:24][CH3:25])=[O:32])[CH:20]=[CH:21][C:22]=1[Cl:23], predict the reactants needed to synthesize it. The reactants are: C1N=CN(C(N2C=NC=C2)=O)C=1.[Cl:13][C:14]1[CH:15]=[C:16]([CH:20]=[CH:21][C:22]=1[Cl:23])[C:17]([OH:19])=O.[CH2:24]([O:26][C:27](=[O:32])[CH2:28]C([O-])=O)[CH3:25].[K+].[Mg+2].[Cl-].[Cl-].C(N(CC)CC)C. (7) Given the product [C:26]([C:16]1[CH:15]=[C:14]([O:13][CH2:12][C:11]([N:9]2[C:8]3[CH:31]=[CH:32][CH:33]=[CH:34][C:7]=3[O:6][CH:5]([C:3]([OH:4])=[O:2])[CH2:10]2)=[O:30])[C:23]2[C:18]([CH:17]=1)=[CH:19][C:20]([Cl:25])=[CH:21][C:22]=2[Cl:24])([OH:28])=[O:27], predict the reactants needed to synthesize it. The reactants are: C[O:2][C:3]([CH:5]1[CH2:10][N:9]([C:11](=[O:30])[CH2:12][O:13][C:14]2[C:23]3[C:18](=[CH:19][C:20]([Cl:25])=[CH:21][C:22]=3[Cl:24])[CH:17]=[C:16]([C:26]([O:28]C)=[O:27])[CH:15]=2)[C:8]2[CH:31]=[CH:32][CH:33]=[CH:34][C:7]=2[O:6]1)=[O:4].[Li+].[OH-].